This data is from Forward reaction prediction with 1.9M reactions from USPTO patents (1976-2016). The task is: Predict the product of the given reaction. (1) Given the reactants [F:1][C:2]([F:20])([F:19])[C:3]([C:15]([F:18])([F:17])[F:16])([OH:14])[C:4]([C:10]([F:13])([F:12])[F:11])([OH:9])[C:5]([F:8])([F:7])[F:6].N1C=CC=CC=1.[C:27](Cl)(=[O:31])[C:28](Cl)=[O:29], predict the reaction product. The product is: [F:1][C:2]([F:19])([F:20])[C:3]1([C:15]([F:16])([F:17])[F:18])[C:4]([C:5]([F:8])([F:7])[F:6])([C:10]([F:12])([F:11])[F:13])[O:9][C:28](=[O:29])[C:27](=[O:31])[O:14]1. (2) Given the reactants [CH3:1][O:2][C:3](=[O:37])[CH:4]([C:10]1[CH:11]=[C:12]([C:28]2[CH:33]=[CH:32][CH:31]=[C:30]([N+:34]([O-:36])=[O:35])[CH:29]=2)[C:13]([OH:27])=[C:14]([C:16]2[NH:17][C:18]3[C:23]([CH:24]=2)=[CH:22][C:21]([C:25]#[N:26])=[CH:20][CH:19]=3)[CH:15]=1)[CH2:5][C:6]([O:8][CH3:9])=[O:7].[CH3:38][OH:39], predict the reaction product. The product is: [CH3:1][O:2][C:3](=[O:37])[CH:4]([C:10]1[CH:11]=[C:12]([C:28]2[CH:33]=[CH:32][CH:31]=[C:30]([N+:34]([O-:36])=[O:35])[CH:29]=2)[C:13]([OH:27])=[C:14]([C:16]2[NH:17][C:18]3[C:23]([CH:24]=2)=[CH:22][C:21]([C:25]([O:39][CH3:38])=[NH:26])=[CH:20][CH:19]=3)[CH:15]=1)[CH2:5][C:6]([O:8][CH3:9])=[O:7]. (3) Given the reactants Cl.C([O:4][C:5](=[O:8])[CH2:6][NH2:7])C.[Cl:9][C:10]1[C:17]([Cl:18])=[CH:16][CH:15]=[C:14]([N+:19]([O-:21])=[O:20])[C:11]=1[CH2:12]Cl.[Na+].[Cl-].Cl.[CH:25](O)(C)[CH3:26], predict the reaction product. The product is: [CH2:25]([N:7]([CH2:12][C:11]1[C:14]([N+:19]([O-:21])=[O:20])=[CH:15][CH:16]=[C:17]([Cl:18])[C:10]=1[Cl:9])[CH2:6][C:5]([OH:4])=[O:8])[CH3:26].